Dataset: Peptide-MHC class I binding affinity with 185,985 pairs from IEDB/IMGT. Task: Regression. Given a peptide amino acid sequence and an MHC pseudo amino acid sequence, predict their binding affinity value. This is MHC class I binding data. (1) The peptide sequence is TPKKPNSAL. The MHC is HLA-B15:01 with pseudo-sequence HLA-B15:01. The binding affinity (normalized) is 0.0847. (2) The peptide sequence is EIINNGISY. The MHC is HLA-A02:12 with pseudo-sequence HLA-A02:12. The binding affinity (normalized) is 0.0847.